Dataset: Reaction yield outcomes from USPTO patents with 853,638 reactions. Task: Predict the reaction yield, written as a fraction of the theoretical maximum amount of product (1.0 means a 100% yield; for example, 0.34 means a 34% yield). (1) The reactants are [NH2:1][C:2]1[S:3][C:4]2[C:9]([NH:10][C@H:11]([CH2:14][CH:15]([CH3:17])[CH3:16])[CH2:12][OH:13])=[N:8][C:7]([SH:18])=[N:6][C:5]=2[N:19]=1.CCN(C(C)C)C(C)C.[F:29][C:30]1[CH:37]=[CH:36][CH:35]=[CH:34][C:31]=1[CH2:32]Br. The catalyst is CS(C)=O.C(#N)C. The product is [NH2:1][C:2]1[S:3][C:4]2[C:9]([NH:10][C@H:11]([CH2:14][CH:15]([CH3:16])[CH3:17])[CH2:12][OH:13])=[N:8][C:7]([S:18][CH2:32][C:31]3[CH:34]=[CH:35][CH:36]=[CH:37][C:30]=3[F:29])=[N:6][C:5]=2[N:19]=1. The yield is 0.610. (2) The reactants are Br[C:2]1[CH:7]=[CH:6][C:5]([CH:8]([N:16]([CH3:33])[C:17](=[O:32])[CH2:18][N:19]2[C:24]3[CH:25]=[C:26]([Cl:30])[C:27]([Cl:29])=[CH:28][C:23]=3[O:22][CH2:21][C:20]2=[O:31])[CH2:9][N:10]2[CH2:15][CH2:14][O:13][CH2:12][CH2:11]2)=[CH:4][CH:3]=1.[CH3:34][C:35]([O:38][C:39]([NH:41][C:42]1[CH:43]=[C:44](B(O)O)[CH:45]=[CH:46][CH:47]=1)=[O:40])([CH3:37])[CH3:36].C([O-])([O-])=O.[Na+].[Na+]. The catalyst is CN(C=O)C.C1C=CC(P(C2C=CC=CC=2)[C-]2C=CC=C2)=CC=1.C1C=CC(P(C2C=CC=CC=2)[C-]2C=CC=C2)=CC=1.Cl[Pd]Cl.[Fe+2]. The product is [Cl:30][C:26]1[C:27]([Cl:29])=[CH:28][C:23]2[O:22][CH2:21][C:20](=[O:31])[N:19]([CH2:18][C:17]([N:16]([CH3:33])[CH:8]([C:5]3[CH:6]=[CH:7][C:2]([C:46]4[CH:45]=[CH:44][CH:43]=[C:42]([NH:41][C:39](=[O:40])[O:38][C:35]([CH3:36])([CH3:34])[CH3:37])[CH:47]=4)=[CH:3][CH:4]=3)[CH2:9][N:10]3[CH2:15][CH2:14][O:13][CH2:12][CH2:11]3)=[O:32])[C:24]=2[CH:25]=1. The yield is 0.400. (3) The reactants are Br[C:2]1[N:7]=[C:6]([C:8]([O:10][CH3:11])=[O:9])[CH:5]=[CH:4][C:3]=1[F:12].C([Si]([O:20][C:21]1[CH:26]=[C:25]([F:27])[C:24](B2OC(C)(C)C(C)(C)O2)=[C:23]([F:37])[CH:22]=1)(C)C)(C)(C)C. No catalyst specified. The product is [F:27][C:25]1[CH:26]=[C:21]([OH:20])[CH:22]=[C:23]([F:37])[C:24]=1[C:2]1[N:7]=[C:6]([C:8]([O:10][CH3:11])=[O:9])[CH:5]=[CH:4][C:3]=1[F:12]. The yield is 0.650. (4) The reactants are [CH3:1][C:2]1[CH:3]=[CH:4][C:5]([C:21]([NH:23][C:24]2[CH:25]=[C:26]([C:36]([F:39])([F:38])[F:37])[CH:27]=[C:28]([N:30]3[CH:34]=[N:33][C:32]([CH3:35])=[CH:31]3)[CH:29]=2)=[O:22])=[CH:6][C:7]=1[NH:8][C:9]1[N:10]=[CH:11][CH:12]=[C:13]([C:15]2[CH:16]=[CH:17][CH:18]=[N:19][CH:20]=2)[N:14]=1.[ClH:40]. The catalyst is C(O)C. The product is [CH3:1][C:2]1[CH:3]=[CH:4][C:5]([C:21]([NH:23][C:24]2[CH:25]=[C:26]([C:36]([F:38])([F:39])[F:37])[CH:27]=[C:28]([N:30]3[CH:34]=[N:33][C:32]([CH3:35])=[CH:31]3)[CH:29]=2)=[O:22])=[CH:6][C:7]=1[NH:8][C:9]1[N:10]=[CH:11][CH:12]=[C:13]([C:15]2[CH:16]=[CH:17][CH:18]=[N:19][CH:20]=2)[N:14]=1.[ClH:40]. The yield is 0.950. (5) The catalyst is C(O)C.C1(C)C=CC=CC=1. The yield is 0.240. The product is [CH:1]1([C:10]2[CH:17]=[CH:16][CH:15]=[CH:14][C:11]=2[CH2:12][NH:18][C:19]2[CH:24]=[CH:23][CH:22]=[CH:21][CH:20]=2)[C:9]2[C:4](=[CH:5][CH:6]=[CH:7][CH:8]=2)[CH:3]=[CH:2]1. The reactants are [CH:1]1([C:10]2[CH:17]=[CH:16][CH:15]=[CH:14][C:11]=2[CH:12]=O)[C:9]2[C:4](=[CH:5][CH:6]=[CH:7][CH:8]=2)[CH:3]=[CH:2]1.[NH2:18][C:19]1[CH:24]=[CH:23][CH:22]=[CH:21][CH:20]=1.[BH4-].[Na+].O. (6) The reactants are Br[C:2]1[CH:7]=[CH:6][C:5]([C:8]2[NH:12][C:11]([C@@H:13]3[CH2:17][CH2:16][CH2:15][N:14]3[C:18]([O:20][CH2:21][C:22]3[CH:27]=[CH:26][CH:25]=[CH:24][CH:23]=3)=[O:19])=[N:10][CH:9]=2)=[CH:4][CH:3]=1.[Cl:28][C:29]1[CH:34]=[CH:33][C:32](B(O)O)=[CH:31][CH:30]=1.C(=O)([O-])[O-].[K+].[K+]. The catalyst is C1C=CC([P]([Pd]([P](C2C=CC=CC=2)(C2C=CC=CC=2)C2C=CC=CC=2)([P](C2C=CC=CC=2)(C2C=CC=CC=2)C2C=CC=CC=2)[P](C2C=CC=CC=2)(C2C=CC=CC=2)C2C=CC=CC=2)(C2C=CC=CC=2)C2C=CC=CC=2)=CC=1.CN(C)C=O. The product is [Cl:28][C:29]1[CH:34]=[CH:33][C:32]([C:2]2[CH:3]=[CH:4][C:5]([C:8]3[NH:12][C:11]([C@@H:13]4[CH2:17][CH2:16][CH2:15][N:14]4[C:18]([O:20][CH2:21][C:22]4[CH:27]=[CH:26][CH:25]=[CH:24][CH:23]=4)=[O:19])=[N:10][CH:9]=3)=[CH:6][CH:7]=2)=[CH:31][CH:30]=1. The yield is 0.850. (7) The reactants are C([O:8][C:9]1[N:10]=[N:11][C:12]([C:23]#[C:24][C:25]2[CH:30]=[CH:29][CH:28]=[C:27]([F:31])[CH:26]=2)=[CH:13][C:14]=1[O:15]CC1C=CC=CC=1)C1C=CC=CC=1. The catalyst is CO. The product is [F:31][C:27]1[CH:26]=[C:25]([CH2:24][CH2:23][C:12]2[CH:13]=[C:14]([OH:15])[C:9](=[O:8])[NH:10][N:11]=2)[CH:30]=[CH:29][CH:28]=1. The yield is 0.630.